The task is: Regression. Given two drug SMILES strings and cell line genomic features, predict the synergy score measuring deviation from expected non-interaction effect.. This data is from NCI-60 drug combinations with 297,098 pairs across 59 cell lines. (1) Drug 1: C1=NC(=NC(=O)N1C2C(C(C(O2)CO)O)O)N. Drug 2: CC1C(C(CC(O1)OC2CC(CC3=C2C(=C4C(=C3O)C(=O)C5=CC=CC=C5C4=O)O)(C(=O)C)O)N)O. Cell line: HOP-92. Synergy scores: CSS=48.7, Synergy_ZIP=3.58, Synergy_Bliss=5.23, Synergy_Loewe=-11.0, Synergy_HSA=7.80. (2) Drug 1: COC1=CC(=CC(=C1O)OC)C2C3C(COC3=O)C(C4=CC5=C(C=C24)OCO5)OC6C(C(C7C(O6)COC(O7)C8=CC=CS8)O)O. Drug 2: COC1=NC(=NC2=C1N=CN2C3C(C(C(O3)CO)O)O)N. Cell line: A498. Synergy scores: CSS=38.7, Synergy_ZIP=9.70, Synergy_Bliss=13.2, Synergy_Loewe=-32.5, Synergy_HSA=6.71. (3) Drug 1: C1=CN(C(=O)N=C1N)C2C(C(C(O2)CO)O)O.Cl. Drug 2: COCCOC1=C(C=C2C(=C1)C(=NC=N2)NC3=CC=CC(=C3)C#C)OCCOC.Cl. Cell line: CAKI-1. Synergy scores: CSS=40.5, Synergy_ZIP=-1.15, Synergy_Bliss=0.0369, Synergy_Loewe=-14.5, Synergy_HSA=3.87. (4) Drug 1: CCC(=C(C1=CC=CC=C1)C2=CC=C(C=C2)OCCN(C)C)C3=CC=CC=C3.C(C(=O)O)C(CC(=O)O)(C(=O)O)O. Drug 2: CCCCCOC(=O)NC1=NC(=O)N(C=C1F)C2C(C(C(O2)C)O)O. Cell line: RPMI-8226. Synergy scores: CSS=16.0, Synergy_ZIP=-6.26, Synergy_Bliss=-3.61, Synergy_Loewe=3.16, Synergy_HSA=-0.00324. (5) Drug 1: CC1=C(C=C(C=C1)NC2=NC=CC(=N2)N(C)C3=CC4=NN(C(=C4C=C3)C)C)S(=O)(=O)N.Cl. Drug 2: CC1CCC2CC(C(=CC=CC=CC(CC(C(=O)C(C(C(=CC(C(=O)CC(OC(=O)C3CCCCN3C(=O)C(=O)C1(O2)O)C(C)CC4CCC(C(C4)OC)O)C)C)O)OC)C)C)C)OC. Cell line: NCI-H460. Synergy scores: CSS=16.6, Synergy_ZIP=3.54, Synergy_Bliss=1.79, Synergy_Loewe=-40.7, Synergy_HSA=-0.914. (6) Drug 1: CC1C(C(CC(O1)OC2CC(OC(C2O)C)OC3=CC4=CC5=C(C(=O)C(C(C5)C(C(=O)C(C(C)O)O)OC)OC6CC(C(C(O6)C)O)OC7CC(C(C(O7)C)O)OC8CC(C(C(O8)C)O)(C)O)C(=C4C(=C3C)O)O)O)O. Drug 2: C1C(C(OC1N2C=NC(=NC2=O)N)CO)O. Cell line: U251. Synergy scores: CSS=11.7, Synergy_ZIP=1.60, Synergy_Bliss=3.65, Synergy_Loewe=-16.6, Synergy_HSA=1.12. (7) Drug 1: C1CCC(CC1)NC(=O)N(CCCl)N=O. Drug 2: CC(C)CN1C=NC2=C1C3=CC=CC=C3N=C2N. Cell line: IGROV1. Synergy scores: CSS=20.3, Synergy_ZIP=-7.23, Synergy_Bliss=-2.52, Synergy_Loewe=-2.65, Synergy_HSA=-2.82. (8) Drug 1: CC1=C(C=C(C=C1)NC2=NC=CC(=N2)N(C)C3=CC4=NN(C(=C4C=C3)C)C)S(=O)(=O)N.Cl. Drug 2: C#CCC(CC1=CN=C2C(=N1)C(=NC(=N2)N)N)C3=CC=C(C=C3)C(=O)NC(CCC(=O)O)C(=O)O. Cell line: SN12C. Synergy scores: CSS=8.35, Synergy_ZIP=3.99, Synergy_Bliss=5.34, Synergy_Loewe=6.04, Synergy_HSA=6.15. (9) Drug 1: COC1=NC(=NC2=C1N=CN2C3C(C(C(O3)CO)O)O)N. Drug 2: CC1=C(C(=CC=C1)Cl)NC(=O)C2=CN=C(S2)NC3=CC(=NC(=N3)C)N4CCN(CC4)CCO. Cell line: UACC62. Synergy scores: CSS=-0.122, Synergy_ZIP=-0.463, Synergy_Bliss=-3.44, Synergy_Loewe=-13.7, Synergy_HSA=-5.11. (10) Drug 1: CS(=O)(=O)C1=CC(=C(C=C1)C(=O)NC2=CC(=C(C=C2)Cl)C3=CC=CC=N3)Cl. Drug 2: CC1=C(N=C(N=C1N)C(CC(=O)N)NCC(C(=O)N)N)C(=O)NC(C(C2=CN=CN2)OC3C(C(C(C(O3)CO)O)O)OC4C(C(C(C(O4)CO)O)OC(=O)N)O)C(=O)NC(C)C(C(C)C(=O)NC(C(C)O)C(=O)NCCC5=NC(=CS5)C6=NC(=CS6)C(=O)NCCC[S+](C)C)O. Cell line: NCI-H460. Synergy scores: CSS=15.4, Synergy_ZIP=-8.93, Synergy_Bliss=-8.93, Synergy_Loewe=-33.1, Synergy_HSA=-7.43.